From a dataset of Forward reaction prediction with 1.9M reactions from USPTO patents (1976-2016). Predict the product of the given reaction. (1) Given the reactants [C:1]([O-:4])(=[O:3])C.[O:5]=[C:6]1[C@@H:9]([NH3+:10])[CH2:8][NH:7]1.[CH3:11]CN(C(C)C)C(C)C.[CH2:20]([C:27]1[CH:32]=[CH:31][C:30](C2C=CN(C([O-])=O)C(=O)C=2C)=[CH:29][CH:28]=1)[C:21]1[CH:26]=[CH:25][CH:24]=[CH:23][CH:22]=1, predict the reaction product. The product is: [CH2:20]([C:21]1[CH:26]=[CH:25][C:24]([O:4][C:1](=[O:3])[N:10]([CH3:11])[C@H:9]2[CH2:8][NH:7][C:6]2=[O:5])=[CH:23][CH:22]=1)[C:27]1[CH:32]=[CH:31][CH:30]=[CH:29][CH:28]=1. (2) The product is: [CH2:23]([O:22][C:20](=[O:21])[CH2:19][C:11]1[CH:12]=[C:13]([CH:15]=[N:16][OH:17])[S:14][C:10]=1[N+:7]([O-:9])=[O:8])[CH3:24]. Given the reactants CC(C)([O-])C.[K+].[N+:7]([C:10]1[S:14][C:13]([CH:15]=[N:16][OH:17])=[CH:12][CH:11]=1)([O-:9])=[O:8].Cl[CH2:19][C:20]([O:22][CH2:23][CH3:24])=[O:21], predict the reaction product. (3) Given the reactants Br[CH:2]1[CH2:5][CH2:4][C:3]1=[CH:6][CH:7]=O.C(OCC)(=S)C(N)=O.C(C1[N:21]=[C:22]([C:25]([O:27][CH2:28][CH3:29])=[O:26])[S:23]C=1)(C)C, predict the reaction product. The product is: [CH2:28]([O:27][C:25]([C:22]1[S:23][CH:7]=[C:6]([CH:3]2[CH2:2][CH2:5][CH2:4]2)[N:21]=1)=[O:26])[CH3:29].